Dataset: NCI-60 drug combinations with 297,098 pairs across 59 cell lines. Task: Regression. Given two drug SMILES strings and cell line genomic features, predict the synergy score measuring deviation from expected non-interaction effect. Drug 1: CNC(=O)C1=CC=CC=C1SC2=CC3=C(C=C2)C(=NN3)C=CC4=CC=CC=N4. Drug 2: CC1CCC2CC(C(=CC=CC=CC(CC(C(=O)C(C(C(=CC(C(=O)CC(OC(=O)C3CCCCN3C(=O)C(=O)C1(O2)O)C(C)CC4CCC(C(C4)OC)O)C)C)O)OC)C)C)C)OC. Cell line: HCC-2998. Synergy scores: CSS=25.7, Synergy_ZIP=4.23, Synergy_Bliss=6.65, Synergy_Loewe=-1.78, Synergy_HSA=8.73.